Predict the product of the given reaction. From a dataset of Forward reaction prediction with 1.9M reactions from USPTO patents (1976-2016). (1) Given the reactants C([Sn](CCCC)(CCCC)[C:6]1[CH:29]=[CH:28][C:9]([C:10]([N:23]2[CH:27]=[CH:26][N:25]=[CH:24]2)([C:17]2[CH:22]=[CH:21][CH:20]=[CH:19][CH:18]=2)[C:11]2[CH:16]=[CH:15][CH:14]=[CH:13][CH:12]=2)=[CH:8][CH:7]=1)CCC.Cl[C:39]1[CH:44]=[CH:43][C:42]([F:45])=[CH:41][N:40]=1, predict the reaction product. The product is: [F:45][C:42]1[CH:43]=[CH:44][C:39]([C:26]2[N:25]=[CH:24][N:23]([C:10]([C:17]3[CH:18]=[CH:19][CH:20]=[CH:21][CH:22]=3)([C:9]3[CH:28]=[CH:29][CH:6]=[CH:7][CH:8]=3)[C:11]3[CH:16]=[CH:15][CH:14]=[CH:13][CH:12]=3)[CH:27]=2)=[N:40][CH:41]=1. (2) Given the reactants [F:1][C:2]1[CH:7]=[CH:6][CH:5]=[CH:4][C:3]=1[N:8]1[CH:12]=[C:11]([C:13](O)=[O:14])[C:10]([CH2:16][O:17][CH3:18])=[N:9]1.CCOCC, predict the reaction product. The product is: [F:1][C:2]1[CH:7]=[CH:6][CH:5]=[CH:4][C:3]=1[N:8]1[CH:12]=[C:11]([CH2:13][OH:14])[C:10]([CH2:16][O:17][CH3:18])=[N:9]1. (3) Given the reactants [Si:1]([O:8][C@H:9]([C:43]1[CH:48]=[CH:47][C:46]([F:49])=[CH:45][CH:44]=1)[CH2:10][S:11][C@H:12]1[C:15](=[O:16])[N:14]([C:17]2[CH:22]=[CH:21][C:20]([C:23]#[C:24][CH2:25][NH:26][S:27]([CH3:30])(=[O:29])=[O:28])=[CH:19][CH:18]=2)[C@@H:13]1[C:31]1[CH:42]=[CH:41][C:34]([O:35][CH2:36][C:37]([O:39]C)=[O:38])=[CH:33][CH:32]=1)([C:4]([CH3:7])([CH3:6])[CH3:5])([CH3:3])[CH3:2].O.CCN(CC)CC.[Li+].[Cl-], predict the reaction product. The product is: [Si:1]([O:8][C@H:9]([C:43]1[CH:48]=[CH:47][C:46]([F:49])=[CH:45][CH:44]=1)[CH2:10][S:11][C@H:12]1[C:15](=[O:16])[N:14]([C:17]2[CH:18]=[CH:19][C:20]([C:23]#[C:24][CH2:25][NH:26][S:27]([CH3:30])(=[O:29])=[O:28])=[CH:21][CH:22]=2)[C@@H:13]1[C:31]1[CH:32]=[CH:33][C:34]([O:35][CH2:36][C:37]([OH:39])=[O:38])=[CH:41][CH:42]=1)([C:4]([CH3:7])([CH3:5])[CH3:6])([CH3:2])[CH3:3]. (4) Given the reactants [CH3:1][C:2]1[C:10]([C:11]2[CH:12]=[N:13][N:14]([CH3:16])[CH:15]=2)=[CH:9][CH:8]=[C:7]2[C:3]=1[CH2:4][CH2:5][N:6]2C(OC(C)(C)C)=O.Cl, predict the reaction product. The product is: [CH3:1][C:2]1[C:10]([C:11]2[CH:12]=[N:13][N:14]([CH3:16])[CH:15]=2)=[CH:9][CH:8]=[C:7]2[C:3]=1[CH2:4][CH2:5][NH:6]2. (5) Given the reactants C(OC([N:8]1[CH2:13][CH2:12][CH:11]([N:14]2[CH:18]=[C:17]([NH:19][C:20]([C:22]3[CH:23]=[N:24][N:25]4[CH:30]=[CH:29][CH:28]=[N:27][C:26]=34)=[O:21])[C:16]([C:31]3[CH:36]=[C:35]([Cl:37])[CH:34]=[CH:33][C:32]=3[O:38][CH:39]([F:41])[F:40])=[N:15]2)[CH2:10][CH2:9]1)=O)(C)(C)C.C(O)(C(F)(F)F)=O.Cl, predict the reaction product. The product is: [ClH:37].[Cl:37][C:35]1[CH:34]=[CH:33][C:32]([O:38][CH:39]([F:40])[F:41])=[C:31]([C:16]2[C:17]([NH:19][C:20]([C:22]3[CH:23]=[N:24][N:25]4[CH:30]=[CH:29][CH:28]=[N:27][C:26]=34)=[O:21])=[CH:18][N:14]([CH:11]3[CH2:10][CH2:9][NH:8][CH2:13][CH2:12]3)[N:15]=2)[CH:36]=1.